Dataset: Reaction yield outcomes from USPTO patents with 853,638 reactions. Task: Predict the reaction yield, written as a fraction of the theoretical maximum amount of product (1.0 means a 100% yield; for example, 0.34 means a 34% yield). The reactants are Cl[S:2]([CH2:5][CH2:6][CH2:7][NH:8][C:9](=[O:11])[CH3:10])(=[O:4])=[O:3].[CH3:12][CH:13]([CH3:30])[C:14]([O:16][CH2:17][CH2:18][O:19][C:20](=[O:29])[NH:21][CH2:22][CH2:23][C:24]([CH3:28])([CH3:27])[CH2:25][OH:26])=[O:15].C(N(CC)CC)C. The catalyst is ClCCl.CN(C1C=CN=CC=1)C. The product is [CH3:12][CH:13]([CH3:30])[C:14]([O:16][CH2:17][CH2:18][O:19][C:20](=[O:29])[NH:21][CH2:22][CH2:23][C:24]([CH3:28])([CH3:27])[CH2:25][O:26][S:2]([CH2:5][CH2:6][CH2:7][NH:8][C:9](=[O:11])[CH3:10])(=[O:4])=[O:3])=[O:15]. The yield is 0.300.